From a dataset of Forward reaction prediction with 1.9M reactions from USPTO patents (1976-2016). Predict the product of the given reaction. (1) Given the reactants [NH2:1][C:2]1[C:3]2[C:10]([C:11]([NH2:13])=[O:12])=[CH:9][N:8]([C@H:14]3[C@:18]([C:20]#[CH:21])([OH:19])[C@H:17]([O:22]CC4C=CC(Cl)=CC=4Cl)[C@@H:16]([CH2:32][O:33]CC4C=CC(Cl)=CC=4Cl)[O:15]3)[C:4]=2[N:5]=[CH:6][N:7]=1.B(Cl)(Cl)Cl.CO, predict the reaction product. The product is: [NH2:1][C:2]1[C:3]2[C:10]([C:11]([NH2:13])=[O:12])=[CH:9][N:8]([C@H:14]3[C@:18]([C:20]#[CH:21])([OH:19])[C@H:17]([OH:22])[C@@H:16]([CH2:32][OH:33])[O:15]3)[C:4]=2[N:5]=[CH:6][N:7]=1. (2) Given the reactants Br[C:2]1[CH:7]=[CH:6][N:5]2[CH:8]=[N:9][CH:10]=[C:4]2[CH:3]=1.[NH2:11][C:12]1[C:21]2[C:16](=[C:17](Br)[C:18]([CH3:22])=[CH:19][CH:20]=2)[N:15]=[N:14][C:13]=1[C:24]([NH2:26])=[O:25], predict the reaction product. The product is: [NH2:11][C:12]1[C:21]2[C:16](=[C:17]([C:2]3[CH:7]=[CH:6][N:5]4[CH:8]=[N:9][CH:10]=[C:4]4[CH:3]=3)[C:18]([CH3:22])=[CH:19][CH:20]=2)[N:15]=[N:14][C:13]=1[C:24]([NH2:26])=[O:25]. (3) Given the reactants [NH2:1][C:2]1[CH:3]=[C:4]([CH:21]=[CH:22][C:23]=1[F:24])[O:5][C:6]1[N:11]=[C:10]2[S:12][C:13]([NH:15][C:16]([CH:18]3[CH2:20][CH2:19]3)=[O:17])=[N:14][C:9]2=[CH:8][CH:7]=1.[N:25]([C:28]1[CH:33]=[CH:32][C:31]([O:34][C:35]([F:38])([F:37])[F:36])=[CH:30][CH:29]=1)=[C:26]=[O:27], predict the reaction product. The product is: [F:24][C:23]1[CH:22]=[CH:21][C:4]([O:5][C:6]2[N:11]=[C:10]3[S:12][C:13]([NH:15][C:16]([CH:18]4[CH2:20][CH2:19]4)=[O:17])=[N:14][C:9]3=[CH:8][CH:7]=2)=[CH:3][C:2]=1[NH:1][C:26](=[O:27])[NH:25][C:28]1[CH:33]=[CH:32][C:31]([O:34][C:35]([F:36])([F:38])[F:37])=[CH:30][CH:29]=1. (4) Given the reactants Br[C:2]1[S:6][C:5]([C:7]2[N:11]3[N:12]=[C:13]([CH3:21])[CH:14]=[C:15]([CH:16]([CH2:19][CH3:20])[CH2:17][CH3:18])[C:10]3=[N:9][C:8]=2[CH3:22])=[C:4]([CH3:23])[CH:3]=1.[CH3:24][N:25]1[CH:29]=[CH:28][N:27]=[CH:26]1.C1C=CC(P(C2C=CC=CC=2)C2C=CC=CC=2)=CC=1.C([O-])([O-])=O.[Cs+].[Cs+], predict the reaction product. The product is: [CH2:17]([CH:16]([C:15]1[C:10]2[N:11]([C:7]([C:5]3[S:6][C:2]([C:26]4[N:25]([CH3:24])[CH:29]=[CH:28][N:27]=4)=[CH:3][C:4]=3[CH3:23])=[C:8]([CH3:22])[N:9]=2)[N:12]=[C:13]([CH3:21])[CH:14]=1)[CH2:19][CH3:20])[CH3:18]. (5) Given the reactants [CH:1]([O:4][CH2:5][CH2:6][N:7]1[CH:11]=[CH:10][C:9]([N+:12]([O-])=O)=[N:8]1)([CH3:3])[CH3:2].[H][H], predict the reaction product. The product is: [CH:1]([O:4][CH2:5][CH2:6][N:7]1[CH:11]=[CH:10][C:9]([NH2:12])=[N:8]1)([CH3:3])[CH3:2]. (6) Given the reactants Cl[C:2]1[N:7]=[CH:6][C:5]([C:8]2[CH:9]=[N:10][C:11]([O:14][CH3:15])=[CH:12][CH:13]=2)=[C:4]([NH2:16])[CH:3]=1.CC1(C)C(C)(C)OC([C:25]2[CH2:26][CH2:27][O:28][CH2:29][CH:30]=2)O1.C1(P(C2CCCCC2)C2CCCCC2)CCCCC1.[O-]P([O-])([O-])=O.[K+].[K+].[K+], predict the reaction product. The product is: [O:28]1[CH2:27][CH:26]=[C:25]([C:2]2[N:7]=[CH:6][C:5]([C:8]3[CH:9]=[N:10][C:11]([O:14][CH3:15])=[CH:12][CH:13]=3)=[C:4]([NH2:16])[CH:3]=2)[CH2:30][CH2:29]1. (7) Given the reactants [NH2:1][CH2:2][C:3]([NH:9][CH:10]([C:13]1[CH:18]=[CH:17][CH:16]=[CH:15][CH:14]=1)[CH2:11][OH:12])([CH3:8])[C:4]([F:7])([F:6])[F:5].C(N(CC)CC)C.[C:26](O[C:26]([O:28][C:29]([CH3:32])([CH3:31])[CH3:30])=[O:27])([O:28][C:29]([CH3:32])([CH3:31])[CH3:30])=[O:27], predict the reaction product. The product is: [F:5][C:4]([F:6])([F:7])[C:3]([NH:9][CH:10]([C:13]1[CH:14]=[CH:15][CH:16]=[CH:17][CH:18]=1)[CH2:11][OH:12])([CH3:8])[CH2:2][NH:1][C:26](=[O:27])[O:28][C:29]([CH3:32])([CH3:31])[CH3:30].